From a dataset of Retrosynthesis with 50K atom-mapped reactions and 10 reaction types from USPTO. Predict the reactants needed to synthesize the given product. (1) The reactants are: O=[N+]([O-])c1ccc(N2CCCC2)cc1N1CCNCC1. Given the product Nc1ccc(N2CCCC2)cc1N1CCNCC1, predict the reactants needed to synthesize it. (2) Given the product C=CCC1(S(=O)(=O)n2c(=O)n(-c3ccc(I)cc3F)c3c(C)c(=O)n4c(c32)CCC4)CC1, predict the reactants needed to synthesize it. The reactants are: C=CCC1(S(=O)(=O)Cl)CC1.Cc1c(=O)n2c(c3[nH]c(=O)n(-c4ccc(I)cc4F)c13)CCC2. (3) Given the product CCNC(=O)NC(CNc1nc(-c2ccncc2)nc2cnccc12)Cc1ccccc1, predict the reactants needed to synthesize it. The reactants are: CCN=C=O.N[C@H](CNc1nc(-c2ccncc2)nc2cnccc12)Cc1ccccc1. (4) Given the product CNC(=O)c1cc2nc(-c3cccc4[nH]ncc34)nc(N3CCOCC3)c2s1, predict the reactants needed to synthesize it. The reactants are: CN.O=C(O)c1cc2nc(-c3cccc4[nH]ncc34)nc(N3CCOCC3)c2s1. (5) Given the product Oc1cc(C(F)(F)F)ccc1-c1cc(Oc2ccc3cccnc3c2)ncn1, predict the reactants needed to synthesize it. The reactants are: COCOc1cc(C(F)(F)F)ccc1-c1cc(Oc2ccc3cccnc3c2)ncn1.